From a dataset of hERG potassium channel inhibition data for cardiac toxicity prediction from Karim et al.. Regression/Classification. Given a drug SMILES string, predict its toxicity properties. Task type varies by dataset: regression for continuous values (e.g., LD50, hERG inhibition percentage) or binary classification for toxic/non-toxic outcomes (e.g., AMES mutagenicity, cardiotoxicity, hepatotoxicity). Dataset: herg_karim. (1) The compound is CCN1CCN(CC(=O)Nc2ccc(-c3cccc4c(=O)cc(N5CCOCC5)oc34)c3sc4ccccc4c23)CC1. The result is 0 (non-blocker). (2) The drug is O=C1COc2ccc(CNC3CCN(CCn4c(=O)ccc5ncc(OCc6ccccn6)cc54)CC3)nc2N1. The result is 0 (non-blocker). (3) The result is 0 (non-blocker). The drug is C[C@@H]1c2nnn(-c3cc(F)ccn3)c2CCN1C(=O)c1cccc(C(F)(F)F)c1Cl. (4) The drug is O=c1c(O)c(-c2ccc(O)c(O)c2)oc2cc(O)ccc12. The result is 0 (non-blocker). (5) The compound is C[C@H](NC(=O)C(C#N)=Cc1cccc(Br)n1)c1ccccc1. The result is 0 (non-blocker). (6) The molecule is COc1cccc(N2CCN(CCN(C)C[C@]34CC[C@H](CC3)C4(C)C)C2=O)c1. The result is 1 (blocker).